Dataset: Reaction yield outcomes from USPTO patents with 853,638 reactions. Task: Predict the reaction yield, written as a fraction of the theoretical maximum amount of product (1.0 means a 100% yield; for example, 0.34 means a 34% yield). The reactants are [Br:1][C:2]1[C:3](=[O:9])[NH:4][CH:5]=[C:6]([Br:8])[CH:7]=1.[CH3:10]N(C=O)C.C(=O)([O-])[O-].[K+].[K+].CI. The product is [Br:1][C:2]1[C:3](=[O:9])[N:4]([CH3:10])[CH:5]=[C:6]([Br:8])[CH:7]=1. The yield is 0.840. The catalyst is O.